The task is: Predict the product of the given reaction.. This data is from Forward reaction prediction with 1.9M reactions from USPTO patents (1976-2016). (1) Given the reactants [O:1]=[CH:2][C@@H:3]([C@H:5]([C@@H:7]([C@@H:9](CO)[OH:10])[OH:8])[OH:6])[OH:4], predict the reaction product. The product is: [O:1]=[CH:2][C@@H:3]([C@H:5]([C@@H:7]([CH2:9][OH:10])[OH:8])[OH:6])[OH:4]. (2) Given the reactants [Cl:1][C:2]1[CH:7]=[CH:6][C:5]([O:8][CH:9]2[CH2:14][CH2:13][CH:12]([CH2:15][N:16]=[N+]=[N-])[CH2:11][CH2:10]2)=[CH:4][CH:3]=1.[F:19][C:20]1[CH:21]=[C:22]([CH:26]=[CH:27][C:28]=1[OH:29])[C:23](O)=[O:24].CCN=C=NCCCN(C)C.C1C=CC2N(O)N=NC=2C=1.CCN(CC)CC, predict the reaction product. The product is: [Cl:1][C:2]1[CH:7]=[CH:6][C:5]([O:8][CH:9]2[CH2:14][CH2:13][CH:12]([CH2:15][NH:16][C:23](=[O:24])[C:22]3[CH:26]=[CH:27][C:28]([OH:29])=[C:20]([F:19])[CH:21]=3)[CH2:11][CH2:10]2)=[CH:4][CH:3]=1. (3) Given the reactants [NH2:1][C:2]1[C:7]([C:8]([NH2:10])=[O:9])=[C:6]([NH:11][CH2:12][C:13]2[CH:18]=[CH:17][C:16]([Cl:19])=[CH:15][C:14]=2[Cl:20])[N:5]=[C:4]([S:21][CH3:22])[N:3]=1.[CH:23](OCC)(OCC)OCC.C(OC(=O)C)(=O)C, predict the reaction product. The product is: [Cl:20][C:14]1[CH:15]=[C:16]([Cl:19])[CH:17]=[CH:18][C:13]=1[CH2:12][NH:11][C:6]1[N:5]=[C:4]([S:21][CH3:22])[N:3]=[C:2]2[N:1]=[CH:23][NH:10][C:8](=[O:9])[C:7]=12. (4) Given the reactants [NH2:1][CH2:2][C:3]([NH:5][CH2:6][CH2:7][O:8][C:9]1[CH:10]=[C:11]([CH:50]=[CH:51][CH:52]=1)[C:12]([NH:14][C:15]1[C:16]([CH3:49])=[C:17]([C:24]([C:26]2[CH:27]=[CH:28][C:29]([NH:42][C:43](=[O:48])[C:44]([F:47])([F:46])[F:45])=[C:30]([CH:41]=2)[C:31]([O:33][CH2:34][C:35]2[CH:40]=[CH:39][CH:38]=[CH:37][CH:36]=2)=[O:32])=[O:25])[N:18]2[C:23]=1[CH:22]=[CH:21][CH:20]=[CH:19]2)=[O:13])=[O:4].[CH2:53]([O:60][C:61]([C:63]1[CH:64]=[C:65]([CH:92]=[CH:93][C:94]=1[NH:95][C:96](=[O:101])[C:97]([F:100])([F:99])[F:98])[C:66]([C:68]1[N:76]2[C:71]([CH:72]=[CH:73][CH:74]=[CH:75]2)=[C:70]([NH:77][C:78]([C:80]2[CH:81]=[C:82]([CH:88]=[CH:89][CH:90]=2)[O:83][CH2:84][C:85](O)=[O:86])=[O:79])[C:69]=1[CH3:91])=[O:67])=[O:62])[C:54]1[CH:59]=[CH:58][CH:57]=[CH:56][CH:55]=1, predict the reaction product. The product is: [CH2:53]([O:60][C:61]([C:63]1[CH:64]=[C:65]([CH:92]=[CH:93][C:94]=1[NH:95][C:96](=[O:101])[C:97]([F:100])([F:99])[F:98])[C:66]([C:68]1[N:76]2[C:71]([CH:72]=[CH:73][CH:74]=[CH:75]2)=[C:70]([NH:77][C:78]([C:80]2[CH:81]=[C:82]([CH:88]=[CH:89][CH:90]=2)[O:83][CH2:84][C:85]([NH:1][CH2:2][C:3]([NH:5][CH2:6][CH2:7][O:8][C:9]2[CH:10]=[C:11]([CH:50]=[CH:51][CH:52]=2)[C:12]([NH:14][C:15]2[C:16]([CH3:49])=[C:17]([C:24]([C:26]3[CH:27]=[CH:28][C:29]([NH:42][C:43](=[O:48])[C:44]([F:45])([F:46])[F:47])=[C:30]([CH:41]=3)[C:31]([O:33][CH2:34][C:35]3[CH:36]=[CH:37][CH:38]=[CH:39][CH:40]=3)=[O:32])=[O:25])[N:18]3[C:23]=2[CH:22]=[CH:21][CH:20]=[CH:19]3)=[O:13])=[O:4])=[O:86])=[O:79])[C:69]=1[CH3:91])=[O:67])=[O:62])[C:54]1[CH:55]=[CH:56][CH:57]=[CH:58][CH:59]=1.